This data is from NCI-60 drug combinations with 297,098 pairs across 59 cell lines. The task is: Regression. Given two drug SMILES strings and cell line genomic features, predict the synergy score measuring deviation from expected non-interaction effect. (1) Drug 1: C1=CC(=CC=C1C#N)C(C2=CC=C(C=C2)C#N)N3C=NC=N3. Drug 2: CC1=C(N=C(N=C1N)C(CC(=O)N)NCC(C(=O)N)N)C(=O)NC(C(C2=CN=CN2)OC3C(C(C(C(O3)CO)O)O)OC4C(C(C(C(O4)CO)O)OC(=O)N)O)C(=O)NC(C)C(C(C)C(=O)NC(C(C)O)C(=O)NCCC5=NC(=CS5)C6=NC(=CS6)C(=O)NCCC[S+](C)C)O. Cell line: MOLT-4. Synergy scores: CSS=24.3, Synergy_ZIP=2.42, Synergy_Bliss=-0.464, Synergy_Loewe=-16.2, Synergy_HSA=-2.82. (2) Drug 1: C1CC(=O)NC(=O)C1N2CC3=C(C2=O)C=CC=C3N. Drug 2: CS(=O)(=O)CCNCC1=CC=C(O1)C2=CC3=C(C=C2)N=CN=C3NC4=CC(=C(C=C4)OCC5=CC(=CC=C5)F)Cl. Cell line: OVCAR-8. Synergy scores: CSS=6.80, Synergy_ZIP=-1.54, Synergy_Bliss=0.00525, Synergy_Loewe=-7.02, Synergy_HSA=-0.168. (3) Drug 1: C1CCC(C1)C(CC#N)N2C=C(C=N2)C3=C4C=CNC4=NC=N3. Drug 2: C1=NC2=C(N1)C(=S)N=CN2. Cell line: MOLT-4. Synergy scores: CSS=44.7, Synergy_ZIP=-7.64, Synergy_Bliss=-12.3, Synergy_Loewe=-30.6, Synergy_HSA=-11.3. (4) Drug 1: CCC1=CC2CC(C3=C(CN(C2)C1)C4=CC=CC=C4N3)(C5=C(C=C6C(=C5)C78CCN9C7C(C=CC9)(C(C(C8N6C)(C(=O)OC)O)OC(=O)C)CC)OC)C(=O)OC.C(C(C(=O)O)O)(C(=O)O)O. Drug 2: CC1=C2C(C(=O)C3(C(CC4C(C3C(C(C2(C)C)(CC1OC(=O)C(C(C5=CC=CC=C5)NC(=O)OC(C)(C)C)O)O)OC(=O)C6=CC=CC=C6)(CO4)OC(=O)C)O)C)O. Cell line: OVCAR3. Synergy scores: CSS=81.0, Synergy_ZIP=5.16, Synergy_Bliss=4.05, Synergy_Loewe=5.14, Synergy_HSA=7.80. (5) Drug 1: CC(C)(C#N)C1=CC(=CC(=C1)CN2C=NC=N2)C(C)(C)C#N. Drug 2: C1CN(CCN1C(=O)CCBr)C(=O)CCBr. Cell line: SF-539. Synergy scores: CSS=32.4, Synergy_ZIP=-9.22, Synergy_Bliss=-2.05, Synergy_Loewe=3.15, Synergy_HSA=1.53. (6) Drug 1: C(=O)(N)NO. Drug 2: C(CCl)NC(=O)N(CCCl)N=O. Cell line: 786-0. Synergy scores: CSS=11.5, Synergy_ZIP=-5.52, Synergy_Bliss=-0.443, Synergy_Loewe=-4.72, Synergy_HSA=1.24. (7) Drug 1: C1C(C(OC1N2C=NC3=C(N=C(N=C32)Cl)N)CO)O. Drug 2: COCCOC1=C(C=C2C(=C1)C(=NC=N2)NC3=CC=CC(=C3)C#C)OCCOC.Cl. Cell line: SF-295. Synergy scores: CSS=4.87, Synergy_ZIP=-3.35, Synergy_Bliss=-1.06, Synergy_Loewe=-0.705, Synergy_HSA=-0.897. (8) Drug 1: CC=C1C(=O)NC(C(=O)OC2CC(=O)NC(C(=O)NC(CSSCCC=C2)C(=O)N1)C(C)C)C(C)C. Drug 2: CNC(=O)C1=NC=CC(=C1)OC2=CC=C(C=C2)NC(=O)NC3=CC(=C(C=C3)Cl)C(F)(F)F. Cell line: PC-3. Synergy scores: CSS=3.49, Synergy_ZIP=3.93, Synergy_Bliss=-1.28, Synergy_Loewe=-47.6, Synergy_HSA=-2.70. (9) Drug 1: CS(=O)(=O)CCNCC1=CC=C(O1)C2=CC3=C(C=C2)N=CN=C3NC4=CC(=C(C=C4)OCC5=CC(=CC=C5)F)Cl. Drug 2: C1CN(P(=O)(OC1)NCCCl)CCCl. Cell line: HCC-2998. Synergy scores: CSS=7.51, Synergy_ZIP=5.14, Synergy_Bliss=12.4, Synergy_Loewe=9.89, Synergy_HSA=5.67. (10) Drug 1: C1CC(=O)NC(=O)C1N2CC3=C(C2=O)C=CC=C3N. Drug 2: CS(=O)(=O)OCCCCOS(=O)(=O)C. Cell line: HCT-15. Synergy scores: CSS=10.7, Synergy_ZIP=1.63, Synergy_Bliss=7.43, Synergy_Loewe=3.56, Synergy_HSA=3.58.